Dataset: Full USPTO retrosynthesis dataset with 1.9M reactions from patents (1976-2016). Task: Predict the reactants needed to synthesize the given product. Given the product [CH3:54][O:55][C:56]([C:13]1[CH:14]=[C:15]2[C:10](=[CH:11][CH:12]=1)[CH2:9][N:8]([C:6]([O:5][C:1]([CH3:4])([CH3:3])[CH3:2])=[O:7])[CH2:16]2)=[O:57], predict the reactants needed to synthesize it. The reactants are: [C:1]([O:5][C:6]([N:8]1[CH2:16][C:15]2[C:10](=[CH:11][CH:12]=[C:13](Br)[CH:14]=2)[CH2:9]1)=[O:7])([CH3:4])([CH3:3])[CH3:2].C1C=CC(P(C2C=CC=CC=2)CCCP(C2C=CC=CC=2)C2C=CC=CC=2)=CC=1.CO.CS(C)=O.C[CH2:54][O:55][C:56](C)=[O:57].CCCCCC.